The task is: Predict the reactants needed to synthesize the given product.. This data is from Full USPTO retrosynthesis dataset with 1.9M reactions from patents (1976-2016). (1) Given the product [CH2:37]([O:36][C:34](=[O:35])[NH:1][C:2]1[CH:3]=[CH:4][C:5]([CH3:26])=[C:6]([C:8](=[O:9])[C:10]2[CH:15]=[CH:14][C:13]([NH:16][C:17]3[CH:22]=[CH:21][C:20]([F:23])=[CH:19][C:18]=3[F:24])=[CH:12][C:11]=2[Cl:25])[CH:7]=1)[CH:38]=[CH2:39], predict the reactants needed to synthesize it. The reactants are: [NH2:1][C:2]1[CH:3]=[CH:4][C:5]([CH3:26])=[C:6]([C:8]([C:10]2[CH:15]=[CH:14][C:13]([NH:16][C:17]3[CH:22]=[CH:21][C:20]([F:23])=[CH:19][C:18]=3[F:24])=[CH:12][C:11]=2[Cl:25])=[O:9])[CH:7]=1.C([O-])([O-])=O.[K+].[K+].Cl[C:34]([O:36][CH2:37][CH:38]=[CH2:39])=[O:35]. (2) Given the product [Br:1][C:2]1[CH:3]=[CH:4][C:5]([NH2:9])=[N:6][C:7]=1[C:11]#[C:10][Si:12]([CH:13]([CH3:15])[CH3:14])([CH:19]([CH3:21])[CH3:20])[CH:16]([CH3:18])[CH3:17], predict the reactants needed to synthesize it. The reactants are: [Br:1][C:2]1[CH:3]=[CH:4][C:5]([NH2:9])=[N:6][C:7]=1Br.[C:10]([Si:12]([CH:19]([CH3:21])[CH3:20])([CH:16]([CH3:18])[CH3:17])[CH:13]([CH3:15])[CH3:14])#[CH:11].C(N(CC)CC)C.C(#N)C. (3) Given the product [CH2:19]([O:18][C:16](=[O:17])[C:15]([OH:21])=[CH:13][C:12]([C:9]1[CH:8]=[CH:7][C:6]([O:5][CH2:4][CH2:3][O:2][CH3:1])=[CH:11][CH:10]=1)=[O:14])[CH3:20], predict the reactants needed to synthesize it. The reactants are: [CH3:1][O:2][CH2:3][CH2:4][O:5][C:6]1[CH:11]=[CH:10][C:9]([C:12](=[O:14])[CH3:13])=[CH:8][CH:7]=1.[C:15](OCC)(=[O:21])[C:16]([O:18][CH2:19][CH3:20])=[O:17].